This data is from Reaction yield outcomes from USPTO patents with 853,638 reactions. The task is: Predict the reaction yield, written as a fraction of the theoretical maximum amount of product (1.0 means a 100% yield; for example, 0.34 means a 34% yield). (1) The reactants are [N:1]1([CH2:7][CH2:8][N:9]([CH2:21][CH2:22][CH3:23])[CH:10]2[CH2:19][C:18]3[CH:17]=[C:16]([OH:20])[CH:15]=[CH:14][C:13]=3[CH2:12][CH2:11]2)[CH2:6][CH2:5][NH:4][CH2:3][CH2:2]1.[NH:24]1[C:32]2[C:27](=[CH:28][C:29]([CH:33]=O)=[CH:30][CH:31]=2)[CH:26]=[CH:25]1. The product is [NH:24]1[C:32]2[C:27](=[CH:28][C:29]([CH2:33][N:4]3[CH2:5][CH2:6][N:1]([CH2:7][CH2:8][N:9]([CH2:21][CH2:22][CH3:23])[CH:10]4[CH2:19][C:18]5[CH:17]=[C:16]([OH:20])[CH:15]=[CH:14][C:13]=5[CH2:12][CH2:11]4)[CH2:2][CH2:3]3)=[CH:30][CH:31]=2)[CH:26]=[CH:25]1. The yield is 0.320. No catalyst specified. (2) The reactants are [NH2:1][C:2]1[CH:3]=[C:4]([CH:8]=[CH:9][C:10]=1[NH:11][CH3:12])[C:5]([OH:7])=[O:6].[CH:13](O)=O. The catalyst is O. The product is [CH3:12][N:11]1[C:10]2[CH:9]=[CH:8][C:4]([C:5]([OH:7])=[O:6])=[CH:3][C:2]=2[N:1]=[CH:13]1. The yield is 0.840.